The task is: Predict the reaction yield, written as a fraction of the theoretical maximum amount of product (1.0 means a 100% yield; for example, 0.34 means a 34% yield).. This data is from Reaction yield outcomes from USPTO patents with 853,638 reactions. The reactants are C1(C)C=CC=CC=1P(C1C=CC=CC=1C)C1C=CC=CC=1C.C([Zn]CC)C.Br[C:29]1[CH:30]=[C:31]2[C:36](=[CH:37][CH:38]=1)[CH2:35][CH:34]([NH:39][C:40]([C:42]1[CH:47]=[CH:46][C:45]([C:48]3[CH:53]=[CH:52][C:51]([F:54])=[CH:50][CH:49]=3)=[CH:44][CH:43]=1)=[O:41])[CH2:33][CH2:32]2.[CH3:55][N:56]1C(=O)CCC1. The catalyst is CC([O-])=O.CC([O-])=O.[Pd+2].[C-]#N.[C-]#N.[Zn+2]. The product is [C:55]([C:29]1[CH:30]=[C:31]2[C:36](=[CH:37][CH:38]=1)[CH2:35][CH:34]([NH:39][C:40]([C:42]1[CH:47]=[CH:46][C:45]([C:48]3[CH:53]=[CH:52][C:51]([F:54])=[CH:50][CH:49]=3)=[CH:44][CH:43]=1)=[O:41])[CH2:33][CH2:32]2)#[N:56]. The yield is 1.00.